Dataset: Reaction yield outcomes from USPTO patents with 853,638 reactions. Task: Predict the reaction yield, written as a fraction of the theoretical maximum amount of product (1.0 means a 100% yield; for example, 0.34 means a 34% yield). (1) The reactants are [CH3:1][O:2][C:3]1[CH:8]=[CH:7][C:6]([C:9]2[N:10]=[C:11]([NH2:18])[S:12][C:13]=2[CH2:14][CH2:15][CH2:16][CH3:17])=[CH:5][CH:4]=1.[CH3:19][O:20][C:21]1[CH:22]=[C:23]([CH:27]=[C:28]([O:32][CH3:33])[C:29]=1[O:30][CH3:31])[C:24](Cl)=[O:25]. No catalyst specified. The product is [CH2:14]([C:13]1[S:12][C:11]([NH:18][C:24](=[O:25])[C:23]2[CH:22]=[C:21]([O:20][CH3:19])[C:29]([O:30][CH3:31])=[C:28]([O:32][CH3:33])[CH:27]=2)=[N:10][C:9]=1[C:6]1[CH:5]=[CH:4][C:3]([O:2][CH3:1])=[CH:8][CH:7]=1)[CH2:15][CH2:16][CH3:17]. The yield is 0.518. (2) The reactants are [NH2:1][C:2]1[C:6]([C:7]#[N:8])=[C:5]([O:9][CH3:10])[NH:4][N:3]=1.CO[CH:13](OC)[CH2:14][CH:15](OC)OC. The catalyst is C(O)C.C(O)(C(F)(F)F)=O. The product is [CH3:10][O:9][C:5]1[C:6]([C:7]#[N:8])=[C:2]2[N:1]=[CH:13][CH:14]=[CH:15][N:3]2[N:4]=1. The yield is 0.714. (3) The reactants are [CH3:1][O:2][N:3]=[C:4]([CH3:10])[CH:5]([O:8][CH3:9])[O:6][CH3:7].[BH3-]C#N.[Na+]. The catalyst is C(O)(=O)C. The product is [CH3:1][O:2][NH:3][CH:4]([CH3:10])[CH:5]([O:8][CH3:9])[O:6][CH3:7]. The yield is 0.590.